From a dataset of Full USPTO retrosynthesis dataset with 1.9M reactions from patents (1976-2016). Predict the reactants needed to synthesize the given product. (1) The reactants are: [C:1]1([C@H:7]2[NH:12][CH2:11][C@@H:10]([CH2:13][OH:14])[O:9][CH2:8]2)[CH:6]=[CH:5][CH:4]=[CH:3][CH:2]=1.Br[C:16]1[CH:17]=[CH:18][C:19]2[O:20][CH2:21][C:22](=[O:26])[NH:23][C:24]=2[N:25]=1. Given the product [OH:14][CH2:13][C@@H:10]1[CH2:11][N:12]([C:16]2[CH:17]=[CH:18][C:19]3[O:20][CH2:21][C:22](=[O:26])[NH:23][C:24]=3[N:25]=2)[C@H:7]([C:1]2[CH:2]=[CH:3][CH:4]=[CH:5][CH:6]=2)[CH2:8][O:9]1, predict the reactants needed to synthesize it. (2) Given the product [CH3:23][O:22][C:17]1[C:18]([O:20][CH3:21])=[CH:19][C:14]([CH2:13][OH:12])=[C:15]([CH:24]([CH3:32])[CH2:25][C:26]2[CH:31]=[CH:30][CH:29]=[CH:28][CH:27]=2)[CH:16]=1, predict the reactants needed to synthesize it. The reactants are: [H-].C([Al+]CC(C)C)C(C)C.C[O:12][C:13](=O)[C:14]1[CH:19]=[C:18]([O:20][CH3:21])[C:17]([O:22][CH3:23])=[CH:16][C:15]=1[CH:24]([CH3:32])[CH2:25][C:26]1[CH:31]=[CH:30][CH:29]=[CH:28][CH:27]=1. (3) Given the product [CH2:30]([N:32]1[C:2]2[C:3](=[CH:14][CH:15]=[C:16]([OH:18])[CH:17]=2)[C:4]([C:6]2[CH:11]=[CH:10][C:9]([OH:12])=[CH:8][C:7]=2[OH:13])=[N:33]1)[CH3:31], predict the reactants needed to synthesize it. The reactants are: O[C:2]1[CH:17]=[C:16]([OH:18])[CH:15]=[CH:14][C:3]=1[C:4]([C:6]1[CH:11]=[CH:10][C:9]([OH:12])=[CH:8][C:7]=1[OH:13])=O.C([O-])(=O)C.[Na+].C(O)(=O)C(O)=O.[CH2:30]([NH:32][NH2:33])[CH3:31].